Dataset: Forward reaction prediction with 1.9M reactions from USPTO patents (1976-2016). Task: Predict the product of the given reaction. (1) Given the reactants [C:1]([O:5]C)(=O)[CH:2]=[CH2:3].[Br:7][C:8]1[CH:16]=[C:15]2[C:11]([CH2:12][CH2:13][C:14]2=[O:17])=[CH:10][CH:9]=1.[K].[O-][CH2:20][CH2:21]CC.[OH-].[K+], predict the reaction product. The product is: [Br:7][C:8]1[CH:16]=[C:15]2[C:11]([CH2:12][C:13]3([CH2:3][CH2:2][C:1](=[O:5])[CH2:21][CH2:20]3)[C:14]2=[O:17])=[CH:10][CH:9]=1. (2) Given the reactants C([O:5]C(=O)[NH:7][C@H:8]1[CH2:13][CH2:12][CH2:11][CH2:10][C@H:9]1[NH:14][C:15]1[N:16]=[N:17][C:18]([C:30](=[O:32])[NH2:31])=[C:19]([NH:21][C:22]2[CH:27]=[CH:26][CH:25]=[C:24]([CH2:28][CH3:29])[N:23]=2)[CH:20]=1)(C)(C)C.FC(F)(F)C(O)=O.C(=O)(O)[O-].[Na+], predict the reaction product. The product is: [NH4+:7].[OH-:5].[NH2:7][C@H:8]1[CH2:13][CH2:12][CH2:11][CH2:10][C@H:9]1[NH:14][C:15]1[N:16]=[N:17][C:18]([C:30]([NH2:31])=[O:32])=[C:19]([NH:21][C:22]2[CH:27]=[CH:26][CH:25]=[C:24]([CH2:28][CH3:29])[N:23]=2)[CH:20]=1. (3) The product is: [NH2:22][CH2:21][C:20]1[CH:23]=[CH:24][C:17]([C:15]([N:14]2[CH2:13][CH2:12][C:11]3[N:10]=[C:9]([CH3:26])[NH:8][C:7]=3[C:6]3[CH:27]=[C:2]([Cl:1])[CH:3]=[CH:4][C:5]2=3)=[O:16])=[CH:18][C:19]=1[CH3:25]. Given the reactants [Cl:1][C:2]1[CH:3]=[CH:4][C:5]2[N:14]([C:15]([C:17]3[CH:24]=[CH:23][C:20]([C:21]#[N:22])=[C:19]([CH3:25])[CH:18]=3)=[O:16])[CH2:13][CH2:12][C:11]3[N:10]=[C:9]([CH3:26])[NH:8][C:7]=3[C:6]=2[CH:27]=1.[BH4-].[Na+].[NH4+].[Cl-], predict the reaction product. (4) The product is: [CH3:1][O:2][C:3]1[CH:4]=[C:5]([C:11]2[CH:16]=[CH:15][CH:14]=[CH:13][CH:12]=2)[CH:6]=[CH:7][C:8]=1[CH2:9][OH:10]. Given the reactants [CH3:1][O:2][C:3]1[CH:4]=[C:5]([C:11]2[CH:16]=[CH:15][CH:14]=[CH:13][CH:12]=2)[CH:6]=[CH:7][C:8]=1[CH:9]=[O:10].[BH4-].[Na+], predict the reaction product. (5) Given the reactants [CH2:1]([O:8][C:9]1[CH:14]=[CH:13][N:12]([C:15]2[CH:16]=[C:17]3[C:21](=[CH:22][CH:23]=2)[N:20]([CH2:24][CH2:25][N:26]2[CH2:31][CH2:30][O:29][CH2:28][CH2:27]2)[N:19]=[CH:18]3)[C:11](=[O:32])[CH:10]=1)[C:2]1[CH:7]=[CH:6][CH:5]=[CH:4][CH:3]=1.[ClH:33].C(OCC)C, predict the reaction product. The product is: [ClH:33].[CH2:1]([O:8][C:9]1[CH:14]=[CH:13][N:12]([C:15]2[CH:16]=[C:17]3[C:21](=[CH:22][CH:23]=2)[N:20]([CH2:24][CH2:25][N:26]2[CH2:31][CH2:30][O:29][CH2:28][CH2:27]2)[N:19]=[CH:18]3)[C:11](=[O:32])[CH:10]=1)[C:2]1[CH:7]=[CH:6][CH:5]=[CH:4][CH:3]=1. (6) Given the reactants [C:1]([C:3]1[CH:4]=[C:5](B(O)O)[CH:6]=[N:7][CH:8]=1)#[N:2].[NH2:12][C:13]1[C:21]2[C:16](=[CH:17][CH:18]=[CH:19][C:20]=2[F:22])[C:15]([C:30]2[CH:31]=[C:32]([CH3:40])[C:33](=[O:39])[N:34]([CH:36]([CH3:38])[CH3:37])[CH:35]=2)([C:23]2[CH:28]=[CH:27][CH:26]=[C:25](Br)[CH:24]=2)[N:14]=1.C(=O)([O-])[O-].[Cs+].[Cs+], predict the reaction product. The product is: [NH2:12][C:13]1[C:21]2[C:16](=[CH:17][CH:18]=[CH:19][C:20]=2[F:22])[C:15]([C:23]2[CH:24]=[C:25]([C:5]3[CH:6]=[N:7][CH:8]=[C:3]([CH:4]=3)[C:1]#[N:2])[CH:26]=[CH:27][CH:28]=2)([C:30]2[CH:31]=[C:32]([CH3:40])[C:33](=[O:39])[N:34]([CH:36]([CH3:38])[CH3:37])[CH:35]=2)[N:14]=1. (7) Given the reactants [Br:1][C:2]1[CH:3]=[C:4]([CH:8]=[CH:9][C:10]=1[Cl:11])[C:5](Cl)=[O:6].C(N(CC)CC)C.[CH3:19][O:20][C:21]1[C:22]([NH2:27])=[CH:23][CH:24]=[CH:25][CH:26]=1, predict the reaction product. The product is: [Br:1][C:2]1[CH:3]=[C:4]([CH:8]=[CH:9][C:10]=1[Cl:11])[C:5]([NH:27][C:22]1[CH:23]=[CH:24][CH:25]=[CH:26][C:21]=1[O:20][CH3:19])=[O:6].